Task: Regression. Given two drug SMILES strings and cell line genomic features, predict the synergy score measuring deviation from expected non-interaction effect.. Dataset: NCI-60 drug combinations with 297,098 pairs across 59 cell lines Drug 1: CN(C)C1=NC(=NC(=N1)N(C)C)N(C)C. Drug 2: C1=NC(=NC(=O)N1C2C(C(C(O2)CO)O)O)N. Cell line: UACC62. Synergy scores: CSS=15.3, Synergy_ZIP=5.00, Synergy_Bliss=9.05, Synergy_Loewe=-37.4, Synergy_HSA=8.38.